This data is from Reaction yield outcomes from USPTO patents with 853,638 reactions. The task is: Predict the reaction yield, written as a fraction of the theoretical maximum amount of product (1.0 means a 100% yield; for example, 0.34 means a 34% yield). (1) The reactants are [OH-].[Li+].[CH3:3][C:4]1([CH3:27])[O:8][C:7](=[O:9])[N:6]([C:10]2[CH:19]=[CH:18][C:13]([C:14]([O:16]C)=[O:15])=[C:12]([CH3:20])[CH:11]=2)[C@H:5]1[C:21]1[CH:26]=[CH:25][CH:24]=[CH:23][CH:22]=1.O.Cl. The catalyst is C1COCC1.CO. The product is [CH3:3][C:4]1([CH3:27])[O:8][C:7](=[O:9])[N:6]([C:10]2[CH:19]=[CH:18][C:13]([C:14]([OH:16])=[O:15])=[C:12]([CH3:20])[CH:11]=2)[C@H:5]1[C:21]1[CH:26]=[CH:25][CH:24]=[CH:23][CH:22]=1. The yield is 0.920. (2) The reactants are [OH:1][C:2]1[CH:7]=[CH:6][CH:5]=[CH:4][C:3]=1[O:8][C:9](=[O:14])[C:10]([CH3:13])([CH3:12])[CH3:11].[Br:15]Br.S([O-])([O-])(=O)=S.[Na+].[Na+]. The catalyst is ClCCl. The product is [Br:15][C:5]1[CH:6]=[CH:7][C:2]([OH:1])=[C:3]([O:8][C:9](=[O:14])[C:10]([CH3:11])([CH3:13])[CH3:12])[CH:4]=1. The yield is 0.970. (3) The reactants are [CH2:1]1[C:10]2[C:5](=[CH:6][CH:7]=[CH:8][CH:9]=2)[CH2:4][CH2:3][N:2]1[CH2:11][CH2:12][CH2:13][CH2:14][O:15][C:16]1[N:25]=[C:24]2[C:19]([CH:20]=[CH:21][C:22](=[O:26])[NH:23]2)=[CH:18][CH:17]=1.[CH2:27]1C2C(=CC(C#N)=CC=2)CC[NH:28]1. No catalyst specified. The product is [O:26]=[C:22]1[NH:23][C:24]2[N:25]=[C:16]([O:15][CH2:14][CH2:13][CH2:12][CH2:11][N:2]3[CH2:3][CH2:4][C:5]4[C:10](=[CH:9][CH:8]=[C:7]([C:27]#[N:28])[CH:6]=4)[CH2:1]3)[CH:17]=[CH:18][C:19]=2[CH:20]=[CH:21]1. The yield is 0.410.